Dataset: Catalyst prediction with 721,799 reactions and 888 catalyst types from USPTO. Task: Predict which catalyst facilitates the given reaction. (1) Reactant: [NH2:1][C:2]1[CH:3]=[N:4][CH:5]=[C:6]([CH:11]=1)[C:7](OC)=[O:8].O.[OH-].[NH4+:14]. Product: [NH2:1][C:2]1[CH:3]=[N:4][CH:5]=[C:6]([CH:11]=1)[C:7]([NH2:14])=[O:8]. The catalyst class is: 5. (2) Reactant: [Br:1][C:2]1[C:3]([CH3:12])=[C:4]([CH:9]=[CH:10][CH:11]=1)[C:5]([O:7][CH3:8])=[O:6].[Br:13]N1C(=O)CCC1=O. Product: [Br:1][C:2]1[C:3]([CH2:12][Br:13])=[C:4]([CH:9]=[CH:10][CH:11]=1)[C:5]([O:7][CH3:8])=[O:6]. The catalyst class is: 10.